From a dataset of Full USPTO retrosynthesis dataset with 1.9M reactions from patents (1976-2016). Predict the reactants needed to synthesize the given product. (1) Given the product [C:27]([NH:25][C:23]1[CH:22]=[CH:21][C:20]([CH3:26])=[C:19]([CH2:18][CH2:17][N:14]2[CH2:13][CH2:12][CH:11]([C:7]3[C:6]4[C:10](=[C:2]([Cl:1])[CH:3]=[CH:4][CH:5]=4)[NH:9][CH:8]=3)[CH2:16][CH2:15]2)[CH:24]=1)(=[O:34])[C:28]1[CH:33]=[CH:32][CH:31]=[CH:30][CH:29]=1, predict the reactants needed to synthesize it. The reactants are: [Cl:1][C:2]1[CH:3]=[CH:4][CH:5]=[C:6]2[C:10]=1[NH:9][CH:8]=[C:7]2[CH:11]1[CH2:16][CH2:15][N:14]([CH2:17][CH2:18][C:19]2[CH:24]=[C:23]([NH2:25])[CH:22]=[CH:21][C:20]=2[CH3:26])[CH2:13][CH2:12]1.[C:27](Cl)(=[O:34])[C:28]1[CH:33]=[CH:32][CH:31]=[CH:30][CH:29]=1. (2) Given the product [C:1]([O:5][C:6](=[O:42])[N:7]([CH2:9][CH:10]([O:34][Si:35]([C:38]([CH3:41])([CH3:40])[CH3:39])([CH3:37])[CH3:36])[CH2:11][O:12][C:13]1[CH:18]=[CH:17][CH:16]=[C:15]([C:19]2[N:20]=[C:21]([N:26]([CH3:33])[CH:27]3[CH2:32][CH2:31][O:30][CH2:29][CH2:28]3)[CH:22]=[C:23]([C:52]3[CH:53]=[CH:54][N:49]=[CH:50][CH:51]=3)[N:24]=2)[CH:14]=1)[CH3:8])([CH3:4])([CH3:3])[CH3:2], predict the reactants needed to synthesize it. The reactants are: [C:1]([O:5][C:6](=[O:42])[N:7]([CH2:9][CH:10]([O:34][Si:35]([C:38]([CH3:41])([CH3:40])[CH3:39])([CH3:37])[CH3:36])[CH2:11][O:12][C:13]1[CH:18]=[CH:17][CH:16]=[C:15]([C:19]2[N:24]=[C:23](Cl)[CH:22]=[C:21]([N:26]([CH3:33])[CH:27]3[CH2:32][CH2:31][O:30][CH2:29][CH2:28]3)[N:20]=2)[CH:14]=1)[CH3:8])([CH3:4])([CH3:3])[CH3:2].C([O-])([O-])=O.[Na+].[Na+].[N:49]1[CH:54]=[CH:53][C:52](B(O)O)=[CH:51][CH:50]=1.